This data is from Reaction yield outcomes from USPTO patents with 853,638 reactions. The task is: Predict the reaction yield, written as a fraction of the theoretical maximum amount of product (1.0 means a 100% yield; for example, 0.34 means a 34% yield). (1) The reactants are [CH3:1][O:2][C:3]1[CH:8]=[CH:7][CH:6]=[CH:5][C:4]=1[C:9]1[C:10]2[N:11]([N:15]=[C:16]([NH:18][C:19]3[CH:33]=[CH:32][C:22]4[CH2:23][CH2:24][N:25]([CH2:28][CH2:29]SC)[CH2:26][CH2:27][C:21]=4[CH:20]=3)[N:17]=2)[CH:12]=[CH:13][CH:14]=1.O[O:35][S:36]([O-:38])=O.[K+].[CH3:40]O. The catalyst is O. The product is [CH3:40][S:36]([CH2:29][CH2:28][N:25]1[CH2:24][CH2:23][C:22]2[CH:32]=[CH:33][C:19]([NH:18][C:16]3[N:17]=[C:10]4[C:9]([C:4]5[CH:5]=[CH:6][CH:7]=[CH:8][C:3]=5[O:2][CH3:1])=[CH:14][CH:13]=[CH:12][N:11]4[N:15]=3)=[CH:20][C:21]=2[CH2:27][CH2:26]1)(=[O:38])=[O:35]. The yield is 0.140. (2) The reactants are [NH2:1][C:2]1[N:7]=[CH:6][N:5]=[C:4]2[N:8]([CH2:25][C@@H:26]3[CH2:30][CH2:29][CH2:28][N:27]3[C:31](=[O:49])[C:32]([C:47]#[N:48])=[CH:33][C:34]([N:37]([CH2:45][CH3:46])C(=O)OC(C)(C)C)([CH3:36])[CH3:35])[N:9]=[C:10]([C:11]3[CH:16]=[CH:15][C:14]([O:17][C:18]4[CH:23]=[CH:22][CH:21]=[CH:20][CH:19]=4)=[CH:13][C:12]=3[F:24])[C:3]=12.C(O)(C(F)(F)F)=O. The catalyst is C(Cl)Cl. The product is [NH2:1][C:2]1[N:7]=[CH:6][N:5]=[C:4]2[N:8]([CH2:25][C@@H:26]3[CH2:30][CH2:29][CH2:28][N:27]3[C:31]([C:32](=[CH:33][C:34]([NH:37][CH2:45][CH3:46])([CH3:35])[CH3:36])[C:47]#[N:48])=[O:49])[N:9]=[C:10]([C:11]3[CH:16]=[CH:15][C:14]([O:17][C:18]4[CH:19]=[CH:20][CH:21]=[CH:22][CH:23]=4)=[CH:13][C:12]=3[F:24])[C:3]=12. The yield is 0.160. (3) The reactants are [CH3:1][N:2]1[CH2:7][CH2:6][N:5]([CH2:8][CH2:9][C:10]2[CH:15]=[CH:14][C:13]([NH2:16])=[CH:12][CH:11]=2)[CH2:4][CH2:3]1.[CH2:17]([O:19][C:20]([C:22]1[C:23](=[O:42])[C:24]2[CH:29]=[N:28][C:27](S(C)(=O)=O)=[N:26][C:25]=2[N:34]([CH:36]2[CH2:41][CH2:40][CH2:39][CH2:38][CH2:37]2)[CH:35]=1)=[O:21])[CH3:18]. The catalyst is C(O)(=O)C. The product is [CH2:17]([O:19][C:20]([C:22]1[C:23](=[O:42])[C:24]2[CH:29]=[N:28][C:27]([NH:16][C:13]3[CH:12]=[CH:11][C:10]([CH2:9][CH2:8][N:5]4[CH2:6][CH2:7][N:2]([CH3:1])[CH2:3][CH2:4]4)=[CH:15][CH:14]=3)=[N:26][C:25]=2[N:34]([CH:36]2[CH2:41][CH2:40][CH2:39][CH2:38][CH2:37]2)[CH:35]=1)=[O:21])[CH3:18]. The yield is 0.440. (4) The reactants are Br[C:2]1[CH:11]=[C:10]2[C:5]([C:6]([CH3:16])([CH3:15])[CH2:7][C:8](=[O:14])[N:9]2[CH2:12][CH3:13])=[CH:4][C:3]=1[CH3:17].[CH3:18][O:19][C:20]1[CH:25]=[CH:24][C:23]([CH:26]=[O:27])=[CH:22][C:21]=1B(O)O.C1(C)C=CC=CC=1.C([O-])([O-])=O.[K+].[K+]. The catalyst is C1C=CC([P]([Pd]([P](C2C=CC=CC=2)(C2C=CC=CC=2)C2C=CC=CC=2)([P](C2C=CC=CC=2)(C2C=CC=CC=2)C2C=CC=CC=2)[P](C2C=CC=CC=2)(C2C=CC=CC=2)C2C=CC=CC=2)(C2C=CC=CC=2)C2C=CC=CC=2)=CC=1.C(O)C. The product is [CH2:12]([N:9]1[C:10]2[C:5](=[CH:4][C:3]([CH3:17])=[C:2]([C:21]3[CH:22]=[C:23]([CH:24]=[CH:25][C:20]=3[O:19][CH3:18])[CH:26]=[O:27])[CH:11]=2)[C:6]([CH3:16])([CH3:15])[CH2:7][C:8]1=[O:14])[CH3:13]. The yield is 0.990. (5) The reactants are [CH2:1]([O:8][C:9]1[C:17]2[N:16]=[C:15]([CH3:18])[N:14]([CH3:19])[C:13]=2[CH:12]=[C:11]([CH2:20][OH:21])[CH:10]=1)[C:2]1[CH:7]=[CH:6][CH:5]=[CH:4][CH:3]=1.[H-].[Na+].[CH3:24]I.[Cl-].[NH4+]. The catalyst is CN(C)C=O. The product is [CH2:1]([O:8][C:9]1[C:17]2[N:16]=[C:15]([CH3:18])[N:14]([CH3:19])[C:13]=2[CH:12]=[C:11]([CH2:20][O:21][CH3:24])[CH:10]=1)[C:2]1[CH:7]=[CH:6][CH:5]=[CH:4][CH:3]=1. The yield is 0.800. (6) The reactants are [N:1]1([C:7]2[N:12]=[C:11]([N:13]3[CH2:18][CH2:17][O:16][CH2:15][CH2:14]3)[N:10]=[C:9]([C:19]3[CH:25]=[CH:24][C:22]([NH2:23])=[CH:21][CH:20]=3)[N:8]=2)[CH2:6][CH2:5][O:4][CH2:3][CH2:2]1.[F:26][C:27]1[CH:32]=[CH:31][C:30]([N:33]=[C:34]=[O:35])=[CH:29][CH:28]=1. No catalyst specified. The product is [N:1]1([C:7]2[N:12]=[C:11]([N:13]3[CH2:18][CH2:17][O:16][CH2:15][CH2:14]3)[N:10]=[C:9]([C:19]3[CH:25]=[CH:24][C:22]([NH:23][C:34]([NH:33][C:30]4[CH:31]=[CH:32][C:27]([F:26])=[CH:28][CH:29]=4)=[O:35])=[CH:21][CH:20]=3)[N:8]=2)[CH2:2][CH2:3][O:4][CH2:5][CH2:6]1. The yield is 0.330. (7) The reactants are C([Li])CCC.CCCCCC.[Br-].[Cl:13][C:14]1[CH:39]=[CH:38][C:17]([CH2:18][P+](C2C=CC=CC=2)(C2C=CC=CC=2)C2C=CC=CC=2)=[CH:16][C:15]=1[F:40].[CH3:41][C:42]([C:44]1[CH:49]=[CH:48][C:47]([Cl:50])=[CH:46][CH:45]=1)=O.[Cl-].[NH4+]. The catalyst is O1CCCC1. The product is [Cl:13][C:14]1[CH:39]=[CH:38][C:17]([CH:18]=[C:42]([C:44]2[CH:49]=[CH:48][C:47]([Cl:50])=[CH:46][CH:45]=2)[CH3:41])=[CH:16][C:15]=1[F:40]. The yield is 0.600. (8) The reactants are Cl[CH2:2][C:3]1[N:4]([C:19]2[CH:24]=[CH:23][C:22]([F:25])=[CH:21][CH:20]=2)[C:5]([C:8]([C:11]2[CH:16]=[CH:15][C:14]([Cl:17])=[C:13]([Cl:18])[CH:12]=2)([CH3:10])[CH3:9])=[CH:6][N:7]=1.[Cl:26][C:27]1[CH:28]=[C:29]([CH:34]=[C:35]([F:38])[C:36]=1[OH:37])[C:30]([O:32][CH3:33])=[O:31].C(=O)([O-])[O-].[K+].[K+].C1OCCOCCOCCOCCOCCOC1. The catalyst is CC#N. The product is [Cl:26][C:27]1[CH:28]=[C:29]([CH:34]=[C:35]([F:38])[C:36]=1[O:37][CH2:2][C:3]1[N:4]([C:19]2[CH:24]=[CH:23][C:22]([F:25])=[CH:21][CH:20]=2)[C:5]([C:8]([C:11]2[CH:16]=[CH:15][C:14]([Cl:17])=[C:13]([Cl:18])[CH:12]=2)([CH3:9])[CH3:10])=[CH:6][N:7]=1)[C:30]([O:32][CH3:33])=[O:31]. The yield is 0.680. (9) The reactants are Cl[CH2:2][CH:3]([OH:32])[CH2:4][NH:5][C@H:6]1[C:14]2[C:9](=[C:10]([C:15]3[N:19]=[C:18]([C:20]4[CH:21]=[CH:22][C:23]([O:28][CH:29]([CH3:31])[CH3:30])=[C:24]([CH:27]=4)[C:25]#[N:26])[O:17][N:16]=3)[CH:11]=[CH:12][CH:13]=2)[CH2:8][CH2:7]1. The catalyst is CC#N. The product is [OH:32][CH:3]1[CH2:4][N:5]([C@H:6]2[C:14]3[C:9](=[C:10]([C:15]4[N:19]=[C:18]([C:20]5[CH:21]=[CH:22][C:23]([O:28][CH:29]([CH3:31])[CH3:30])=[C:24]([CH:27]=5)[C:25]#[N:26])[O:17][N:16]=4)[CH:11]=[CH:12][CH:13]=3)[CH2:8][CH2:7]2)[CH2:2]1. The yield is 0.270. (10) The reactants are [NH2:1][C:2](=[O:27])[C@H:3]([NH:8][C:9]1[CH:18]=[C:17]([C:19]#[N:20])[C:12]([C:13](OC)=[O:14])=[C:11]([C:21]2[CH:22]=[N:23][N:24]([CH3:26])[CH:25]=2)[N:10]=1)[CH2:4][CH:5]([CH3:7])[CH3:6]. The catalyst is CO.CC(O)=O.[OH-].[Pd+2].[OH-]. The product is [CH3:6][CH:5]([CH3:7])[CH2:4][C@@H:3]([NH:8][C:9]1[N:10]=[C:11]([C:21]2[CH:22]=[N:23][N:24]([CH3:26])[CH:25]=2)[C:12]2[C:13](=[O:14])[NH:20][CH2:19][C:17]=2[CH:18]=1)[C:2]([NH2:1])=[O:27]. The yield is 0.540.